This data is from Full USPTO retrosynthesis dataset with 1.9M reactions from patents (1976-2016). The task is: Predict the reactants needed to synthesize the given product. Given the product [CH3:23][S:24]([O:15][CH2:14][CH:10]1[CH2:11][CH2:12][CH2:13][N:8]([C:1]([O:3][C:4]([CH3:7])([CH3:6])[CH3:5])=[O:2])[CH2:9]1)(=[O:26])=[O:25], predict the reactants needed to synthesize it. The reactants are: [C:1]([N:8]1[CH2:13][CH2:12][CH2:11][CH:10]([CH2:14][OH:15])[CH2:9]1)([O:3][C:4]([CH3:7])([CH3:6])[CH3:5])=[O:2].C(N(CC)CC)C.[CH3:23][S:24](Cl)(=[O:26])=[O:25].